Predict the product of the given reaction. From a dataset of Forward reaction prediction with 1.9M reactions from USPTO patents (1976-2016). (1) Given the reactants [Cl-].[Li+].C(OP([CH2:11][C:12]([O:14][CH2:15][CH3:16])=[O:13])(OCC)=O)C.C1CCN2C(=NCCC2)CC1.[F:28][C:29]([F:35])([F:34])[CH2:30][CH2:31][CH:32]=O, predict the reaction product. The product is: [F:28][C:29]([F:35])([F:34])[CH2:30][CH2:31]/[CH:32]=[CH:11]/[C:12]([O:14][CH2:15][CH3:16])=[O:13]. (2) Given the reactants [C:1]([C:5]1[CH:10]=[CH:9][C:8]([C:11]2[N:12]([C:30](Cl)=[O:31])[C@H:13]([C:23]3[CH:28]=[CH:27][C:26]([Cl:29])=[CH:25][CH:24]=3)[C@H:14]([C:16]3[CH:21]=[CH:20][C:19]([Cl:22])=[CH:18][CH:17]=3)[N:15]=2)=[C:7]([O:33][CH2:34][CH3:35])[CH:6]=1)([CH3:4])([CH3:3])[CH3:2].[OH:36][CH2:37][CH2:38][N:39]1[CH2:44][CH2:43][NH:42][CH2:41][CH2:40]1, predict the reaction product. The product is: [ClH:22].[C:1]([C:5]1[CH:10]=[CH:9][C:8]([C:11]2[N:12]([C:30]([N:42]3[CH2:43][CH2:44][N:39]([CH2:38][CH2:37][OH:36])[CH2:40][CH2:41]3)=[O:31])[C@H:13]([C:23]3[CH:28]=[CH:27][C:26]([Cl:29])=[CH:25][CH:24]=3)[C@H:14]([C:16]3[CH:21]=[CH:20][C:19]([Cl:22])=[CH:18][CH:17]=3)[N:15]=2)=[C:7]([O:33][CH2:34][CH3:35])[CH:6]=1)([CH3:4])([CH3:2])[CH3:3].